This data is from Reaction yield outcomes from USPTO patents with 853,638 reactions. The task is: Predict the reaction yield, written as a fraction of the theoretical maximum amount of product (1.0 means a 100% yield; for example, 0.34 means a 34% yield). (1) The reactants are C(O[CH:5]1[C:21]2=[N:22][CH:23]=[CH:24][CH:25]=[C:20]2[C:7]2([CH2:12][CH2:11][N:10]([CH2:13][C:14]3[CH:19]=[CH:18][CH:17]=[CH:16][CH:15]=3)[CH2:9][CH2:8]2)[O:6]1)(=O)C.C([SiH](CC)CC)C.B(F)(F)F.CCOCC. The catalyst is ClCCl. The product is [CH2:13]([N:10]1[CH2:11][CH2:12][C:7]2([C:20]3[C:21](=[N:22][CH:23]=[CH:24][CH:25]=3)[CH2:5][O:6]2)[CH2:8][CH2:9]1)[C:14]1[CH:15]=[CH:16][CH:17]=[CH:18][CH:19]=1. The yield is 0.890. (2) The reactants are [Cl:1][C:2]1[C:3]2[C@H:10]([CH3:11])[CH2:9][CH2:8][C:4]=2[N:5]=[CH:6][N:7]=1.C1C=C(Cl)C=C(C(OO)=[O:20])C=1.[O-]S([O-])(=S)=O.[Na+].[Na+].C([O-])([O-])=O.[Na+].[Na+]. The catalyst is C(Cl)(Cl)Cl.O. The product is [Cl:1][C:2]1[N:7]=[CH:6][N+:5]([O-:20])=[C:4]2[CH2:8][CH2:9][C@@H:10]([CH3:11])[C:3]=12. The yield is 0.530. (3) The reactants are C[Mg]Br.[CH3:4]COCC.[CH3:9][C:10]1[CH:19]=[CH:18][C:17]2[C:12](=[CH:13][CH:14]=[CH:15][C:16]=2[N:20]2[CH2:25][CH2:24][N:23]([CH2:26][C:27]([C:29]3[CH:30]=[CH:31][C:32]4[O:37][CH2:36][C:35](=[O:38])[NH:34][C:33]=4[CH:39]=3)=[O:28])[CH2:22][CH2:21]2)[N:11]=1. The catalyst is C1COCC1. The product is [OH:28][C:27]([C:29]1[CH:30]=[CH:31][C:32]2[O:37][CH2:36][C:35](=[O:38])[NH:34][C:33]=2[CH:39]=1)([CH3:4])[CH2:26][N:23]1[CH2:22][CH2:21][N:20]([C:16]2[CH:15]=[CH:14][CH:13]=[C:12]3[C:17]=2[CH:18]=[CH:19][C:10]([CH3:9])=[N:11]3)[CH2:25][CH2:24]1. The yield is 0.600. (4) The reactants are C([O-])(=O)C.[Na+].CO[C:8]([C:10]1[C:15](Br)=[CH:14][N:13]=[CH:12][N:11]=1)=[O:9].Cl.[NH2:18][C:19]1[CH:24]=[C:23]([C:25]([O:27][CH3:28])=[O:26])[CH:22]=[CH:21][C:20]=1B(O)O.O. The catalyst is CN(C=O)C.[Cl-].[Na+].O.[Pd](Cl)Cl.C1(P(C2C=CC=CC=2)[C-]2C=CC=C2)C=CC=CC=1.[C-]1(P(C2C=CC=CC=2)C2C=CC=CC=2)C=CC=C1.[Fe+2]. The product is [O:9]=[C:8]1[C:10]2[N:11]=[CH:12][N:13]=[CH:14][C:15]=2[C:20]2[CH:21]=[CH:22][C:23]([C:25]([O:27][CH3:28])=[O:26])=[CH:24][C:19]=2[NH:18]1. The yield is 0.0850. (5) The reactants are Br[C:2]1[N:7]=[C:6]2[N:8]([C@H:12]([C:14]3[CH:19]=[CH:18][CH:17]=[CH:16][CH:15]=3)[CH3:13])[C:9]([OH:11])=[N:10][C:5]2=[N:4][CH:3]=1.CN1C[CH2:24][CH2:23][C:22]1=O.C(N(CC)CC)C.C([Sn](CCCC)(CCCC)/C=C/C)CCC. The catalyst is CCOC(C)=O.C1C=CC([P]([Pd]([P](C2C=CC=CC=2)(C2C=CC=CC=2)C2C=CC=CC=2)([P](C2C=CC=CC=2)(C2C=CC=CC=2)C2C=CC=CC=2)[P](C2C=CC=CC=2)(C2C=CC=CC=2)C2C=CC=CC=2)(C2C=CC=CC=2)C2C=CC=CC=2)=CC=1. The product is [C:14]1([C@@H:12]([N:8]2[C:6]3=[N:7][C:2](/[CH:22]=[CH:23]/[CH3:24])=[CH:3][N:4]=[C:5]3[N:10]=[C:9]2[OH:11])[CH3:13])[CH:19]=[CH:18][CH:17]=[CH:16][CH:15]=1. The yield is 0.540. (6) The reactants are [C:1]([O:5][C:6](=[O:24])[NH:7][CH:8]([CH2:17][C:18]1[CH:23]=[CH:22][CH:21]=[CH:20][CH:19]=1)[CH:9]([OH:16])[CH2:10][NH:11][CH2:12][CH:13]([CH3:15])[CH3:14])([CH3:4])([CH3:3])[CH3:2].CCN(CC)CC.[C:32](Cl)([O:34][CH2:35][CH:36]1[C:48]2[C:43](=[CH:44][CH:45]=[CH:46][CH:47]=2)[C:42]2[C:37]1=[CH:38][CH:39]=[CH:40][CH:41]=2)=[O:33].[CH2:50]1[CH2:54]OC[CH2:51]1. No catalyst specified. The product is [CH2:12]([N:11]([CH2:10][C@@H:9]([OH:16])[C@@H:8]([NH:7][C:6]([O:5][C:1]([CH3:3])([CH3:4])[CH3:2])=[O:24])[CH2:17][C:18]1[CH:19]=[CH:20][CH:21]=[CH:22][CH:23]=1)[C:32](=[O:33])[O:34][CH2:35][C:36]1[C:41]2[CH2:42][C:43]3[C:44](=[CH:45][CH:46]=[CH:47][CH:48]=3)[C:40]=2[CH:39]=[CH:38][CH:37]=1)[C:13]1[CH:14]=[CH:54][CH:50]=[CH:51][CH:15]=1. The yield is 0.960. (7) The catalyst is CCCCO. The product is [CH2:14]([N:21]1[CH2:26][CH2:25][CH2:24][CH:23]([N:27]2[C:2]3=[C:3]4[CH:12]=[CH:11][NH:10][C:4]4=[N:5][CH:6]=[C:7]3[CH:8]=[N:28]2)[CH2:22]1)[C:15]1[CH:16]=[CH:17][CH:18]=[CH:19][CH:20]=1. The reactants are Cl[C:2]1[C:7]([CH:8]=O)=[CH:6][N:5]=[C:4]2[NH:10][CH:11]=[CH:12][C:3]=12.Cl.[CH2:14]([N:21]1[CH2:26][CH2:25][CH2:24][CH:23]([NH:27][NH2:28])[CH2:22]1)[C:15]1[CH:20]=[CH:19][CH:18]=[CH:17][CH:16]=1. The yield is 0.140. (8) The reactants are [S:1]1[CH:5]=[CH:4][CH:3]=[C:2]1[CH2:6][CH2:7][CH2:8][CH2:9][C:10]([OH:12])=O.O=P12OP3(OP(OP(O3)(O1)=O)(=O)O2)=O.C1(C)C=CC=CC=1. No catalyst specified. The product is [S:1]1[CH:5]=[CH:4][C:3]2[C:10](=[O:12])[CH2:9][CH2:8][CH2:7][CH2:6][C:2]1=2. The yield is 0.740.